From a dataset of Reaction yield outcomes from USPTO patents with 853,638 reactions. Predict the reaction yield, written as a fraction of the theoretical maximum amount of product (1.0 means a 100% yield; for example, 0.34 means a 34% yield). (1) The reactants are Br.[N+:2]([C:5]1[CH:10]=[CH:9][C:8]([CH2:11][C@@H:12]([C:14]2[N:15]=[C:16]([C:19]3[CH:24]=[CH:23][CH:22]=[CH:21][CH:20]=3)[S:17][CH:18]=2)[NH2:13])=[CH:7][CH:6]=1)([O-:4])=[O:3].C([O-])([O-])=O.[Ca+2].C(Cl)(Cl)(Cl)Cl.[C:35](Cl)(Cl)=[S:36]. The catalyst is O.C(Cl)Cl. The product is [N:13]([C@H:12]([C:14]1[N:15]=[C:16]([C:19]2[CH:20]=[CH:21][CH:22]=[CH:23][CH:24]=2)[S:17][CH:18]=1)[CH2:11][C:8]1[CH:7]=[CH:6][C:5]([N+:2]([O-:4])=[O:3])=[CH:10][CH:9]=1)=[C:35]=[S:36]. The yield is 0.730. (2) The reactants are [CH3:1][C:2]1[CH:3]=[CH:4][C:5]([S:9][C:10]2[CH:11]=[CH:12][CH:13]=[CH:14][C:15]=2[N:16]2[CH2:21][CH2:20][NH:19][CH2:18][CH2:17]2)=[C:6]([CH3:8])[CH:7]=1.[BrH:22]. The catalyst is C(OCC)(=O)C. The product is [CH3:1][C:2]1[CH:3]=[CH:4][C:5]([S:9][C:10]2[CH:11]=[CH:12][CH:13]=[CH:14][C:15]=2[N:16]2[CH2:17][CH2:18][NH:19][CH2:20][CH2:21]2)=[C:6]([CH3:8])[CH:7]=1.[BrH:22]. The yield is 0.315. (3) The reactants are NC(N)=O.[N:5]1([S:9]([C:12]2[C:13]([OH:20])=[C:14]([CH:16]=[CH:17][C:18]=2[Cl:19])[NH2:15])(=[O:11])=[O:10])[CH2:8][CH2:7][CH2:6]1.[Cl:21][C:22]1[CH:27]=[CH:26][CH:25]=[CH:24][C:23]=1[N:28]=[C:29]=[O:30]. No catalyst specified. The product is [N:5]1([S:9]([C:12]2[C:13]([OH:20])=[C:14]([NH:15][C:29]([NH:28][C:23]3[CH:24]=[CH:25][CH:26]=[CH:27][C:22]=3[Cl:21])=[O:30])[CH:16]=[CH:17][C:18]=2[Cl:19])(=[O:11])=[O:10])[CH2:8][CH2:7][CH2:6]1. The yield is 0.540. (4) The reactants are [OH:1]S(C(F)(F)F)(=O)=O.[C:9](=[NH:32])([O:11][CH2:12][CH2:13][C:14]1[CH:19]=[CH:18][C:17]([O:20][C:21]2[CH:26]=[CH:25][C:24]([Cl:27])=[C:23]([C:28]([F:31])([F:30])[F:29])[CH:22]=2)=[CH:16][CH:15]=1)[NH2:10].[CH:33]([CH:35]([CH2:41][C:42]1[C:47](F)=[CH:46][C:45]([F:49])=[CH:44][C:43]=1[F:50])[C:36](OCC)=O)=[O:34].C([O-])([O-])=O.[K+].[K+]. The catalyst is CC(N(C)C)=O. The product is [Cl:27][C:24]1[CH:25]=[CH:26][C:21]([O:20][C:17]2[CH:16]=[CH:15][C:14]([CH2:13][CH2:12][O:11][C:9]3[NH:10][CH:36]=[C:35]([CH2:41][C:42]4[C:47]([OH:1])=[CH:46][C:45]([F:49])=[CH:44][C:43]=4[F:50])[C:33](=[O:34])[N:32]=3)=[CH:19][CH:18]=2)=[CH:22][C:23]=1[C:28]([F:31])([F:30])[F:29]. The yield is 0.320. (5) The reactants are [F:1][C:2]1[CH:9]=[CH:8][C:5]([CH:6]=O)=[CH:4][CH:3]=1.C([O-])(=O)C.[Na+].C([BH3-])#N.[Na+].Cl.[CH2:20]([O:22][C:23](=[O:30])[CH2:24][CH:25]([NH2:29])[CH:26]([CH3:28])[CH3:27])[CH3:21]. The catalyst is CO. The product is [CH2:20]([O:22][C:23](=[O:30])[CH2:24][CH:25]([NH:29][CH2:6][C:5]1[CH:8]=[CH:9][C:2]([F:1])=[CH:3][CH:4]=1)[CH:26]([CH3:27])[CH3:28])[CH3:21]. The yield is 0.530.